This data is from Full USPTO retrosynthesis dataset with 1.9M reactions from patents (1976-2016). The task is: Predict the reactants needed to synthesize the given product. (1) Given the product [Cl:1][C:2]1[C:7]([C:8]2[CH:9]=[CH:10][CH:11]=[CH:12][CH:13]=2)=[N:6][N:5]=[C:4]2[N:14]([CH2:23][CH2:24][OH:25])[N:15]=[C:16]([C:17]3[CH:18]=[CH:19][CH:20]=[CH:21][CH:22]=3)[C:3]=12, predict the reactants needed to synthesize it. The reactants are: [Cl:1][C:2]1[C:7]([C:8]2[CH:13]=[CH:12][CH:11]=[CH:10][CH:9]=2)=[N:6][N:5]=[C:4]2[N:14]([CH2:23][CH3:24])[N:15]=[C:16]([C:17]3[CH:22]=[CH:21][CH:20]=[CH:19][CH:18]=3)[C:3]=12.[OH:25]CCNN. (2) Given the product [Cl:1][C:2]1[CH:3]=[C:4]([C:8]#[C:9][C@@:10]2([OH:27])[CH2:15][CH2:14][CH2:13][C@@H:12]([NH:16][C:17]3[CH:18]=[C:19]4[C:24](=[CH:25][CH:26]=3)[N:23]=[CH:22][CH:21]=[N:20]4)[CH2:11]2)[CH:5]=[CH:6][CH:7]=1, predict the reactants needed to synthesize it. The reactants are: [Cl:1][C:2]1[CH:3]=[C:4]([C:8]#[C:9][C@@:10]2([O:27]CC3C=CC(OC)=CC=3)[CH2:15][CH2:14][CH2:13][C@@H:12]([NH:16][C:17]3[CH:18]=[C:19]4[C:24](=[CH:25][CH:26]=3)[N:23]=[CH:22][CH:21]=[N:20]4)[CH2:11]2)[CH:5]=[CH:6][CH:7]=1.ClC1C=C(C#C[C@@]2(OCC3C=CC(OC)=CC=3)CCC[C@@H](N)C2)C=CC=1.BrC1C=C2C(=CC=1)N=CC=N2.CC([O-])(C)C.[Na+].C1C=CC(P(C2C(C3C(P(C4C=CC=CC=4)C4C=CC=CC=4)=CC=C4C=3C=CC=C4)=C3C(C=CC=C3)=CC=2)C2C=CC=CC=2)=CC=1.C([O-])([O-])=O.[Na+].[Na+]. (3) Given the product [NH2:39][C:40]1[C:48]2[C:43](=[C:44]([C:49]3[C:54]([C@@H:55]([NH:65][C:88](=[O:89])[CH2:87][N:80]4[C:79]5[C:75]([F:74])([F:92])[C@@H:76]6[CH2:91][C@@H:77]6[C:78]=5[C:82]([C:83]([F:85])([F:84])[F:86])=[N:81]4)[CH2:56][C:57]4[CH:62]=[C:61]([F:63])[CH:60]=[C:59]([F:64])[CH:58]=4)=[N:53][C:52]([C:66]#[C:67][C:68]([OH:70])([CH3:69])[CH3:71])=[CH:51][CH:50]=3)[CH:45]=[CH:46][CH:47]=2)[N:42]([CH2:72][CH3:73])[N:41]=1, predict the reactants needed to synthesize it. The reactants are: BrC1C([C@@H](NC(=O)CN2C3C(F)(F)CCC(F)(F)C=3C(C(F)F)=N2)CC2C=C(F)C=C(F)C=2)=NC=C(Br)C=1.[NH2:39][C:40]1[C:48]2[C:43](=[C:44]([C:49]3[CH:50]=[CH:51][C:52]([C:66]#[C:67][C:68]([CH3:71])([OH:70])[CH3:69])=[N:53][C:54]=3[C@@H:55]([NH2:65])[CH2:56][C:57]3[CH:62]=[C:61]([F:63])[CH:60]=[C:59]([F:64])[CH:58]=3)[CH:45]=[CH:46][CH:47]=2)[N:42]([CH2:72][CH3:73])[N:41]=1.[F:74][C:75]1([F:92])[C:79]2[N:80]([CH2:87][C:88](O)=[O:89])[N:81]=[C:82]([C:83]([F:86])([F:85])[F:84])[C:78]=2[C@H:77]2[CH2:91][C@@H:76]12. (4) The reactants are: Cl.[Cl:2][C:3]1[CH:4]=[CH:5][C:6]([F:37])=[C:7]([C:9]2[CH:18]=[C:17]([C:19]3[CH:20]=[C:21]([C:25]4[CH:26]=[N:27][C:28]([N:31]5[CH2:36][CH2:35][NH:34][CH2:33][CH2:32]5)=[CH:29][CH:30]=4)[CH:22]=[N:23][CH:24]=3)[C:16]3[C:11](=[N:12][CH:13]=[CH:14][CH:15]=3)[N:10]=2)[CH:8]=1.[CH2:38]=O.[OH-].[Na+]. Given the product [Cl:2][C:3]1[CH:4]=[CH:5][C:6]([F:37])=[C:7]([C:9]2[CH:18]=[C:17]([C:19]3[CH:20]=[C:21]([C:25]4[CH:26]=[N:27][C:28]([N:31]5[CH2:36][CH2:35][N:34]([CH3:38])[CH2:33][CH2:32]5)=[CH:29][CH:30]=4)[CH:22]=[N:23][CH:24]=3)[C:16]3[C:11](=[N:12][CH:13]=[CH:14][CH:15]=3)[N:10]=2)[CH:8]=1, predict the reactants needed to synthesize it. (5) Given the product [F:1][C:2]1[CH:3]=[C:4]([C@H:13]([NH:21][C:22]([C:24]2[CH:33]=[CH:32][C:27]([C:28]([OH:30])=[O:29])=[CH:26][CH:25]=2)=[O:23])[C:14]2[C:19]([F:20])=[CH:18][CH:17]=[CH:16][N:15]=2)[CH:5]=[CH:6][C:7]=1[O:8][C:9]([F:12])([F:11])[F:10], predict the reactants needed to synthesize it. The reactants are: [F:1][C:2]1[CH:3]=[C:4]([C@H:13]([NH:21][C:22]([C:24]2[CH:33]=[CH:32][C:27]([C:28]([O:30]C)=[O:29])=[CH:26][CH:25]=2)=[O:23])[C:14]2[C:19]([F:20])=[CH:18][CH:17]=[CH:16][N:15]=2)[CH:5]=[CH:6][C:7]=1[O:8][C:9]([F:12])([F:11])[F:10].C1COCC1.[Li+].[OH-].Cl. (6) Given the product [CH3:16][O:17][C:18](=[O:22])[C:19]([CH3:21])([CH3:20])[CH:7]([C:5]1[S:6][C:2]([Br:1])=[CH:3][CH:4]=1)[C:9]1[CH:14]=[CH:13][CH:12]=[C:11]([F:15])[CH:10]=1, predict the reactants needed to synthesize it. The reactants are: [Br:1][C:2]1[S:6][C:5]([CH:7]([C:9]2[CH:14]=[CH:13][CH:12]=[C:11]([F:15])[CH:10]=2)O)=[CH:4][CH:3]=1.[CH3:16][O:17][C:18]([O:22][Si](C)(C)C)=[C:19]([CH3:21])[CH3:20].C([O-])([O-])=O.[K+].[K+].